This data is from Catalyst prediction with 721,799 reactions and 888 catalyst types from USPTO. The task is: Predict which catalyst facilitates the given reaction. (1) Reactant: [CH3:1][O:2][C:3]1[CH:12]=[CH:11][C:10]([NH:13][S:14]([CH3:17])(=[O:16])=[O:15])=[CH:9][C:4]=1[C:5]([O:7]C)=[O:6].[OH-].[Li+].Cl. Product: [CH3:1][O:2][C:3]1[CH:12]=[CH:11][C:10]([NH:13][S:14]([CH3:17])(=[O:16])=[O:15])=[CH:9][C:4]=1[C:5]([OH:7])=[O:6]. The catalyst class is: 30. (2) Reactant: [N+:1](/[CH:4]=[CH:5]/[C:6]1[CH:11]=[CH:10][CH:9]=[CH:8][CH:7]=1)([O-:3])=[O:2].C=O.N1C=CN=C1.C1C=CC(N)=C([C:25](O)=[O:26])C=1. Product: [N+:1](/[C:4](=[CH:5]/[C:6]1[CH:11]=[CH:10][CH:9]=[CH:8][CH:7]=1)/[CH2:25][OH:26])([O-:3])=[O:2]. The catalyst class is: 7. (3) Reactant: [F:1][C:2]1[CH:3]=[C:4]2[C:10]([C:11]3[N:16]=[C:15]([S:17][CH3:18])[CH:14]=[CH:13][N:12]=3)=[N:9][N:8]([C:19]([C:32]3[CH:37]=[CH:36][CH:35]=[CH:34][CH:33]=3)([C:26]3[CH:31]=[CH:30][CH:29]=[CH:28][CH:27]=3)[C:20]3[CH:25]=[CH:24][CH:23]=[CH:22][CH:21]=3)[C:5]2=[N:6][CH:7]=1.FC1C=C2C(B3OC(C)(C)C(C)(C)[O:49]3)=NN(C(C3C=CC=CC=3)(C3C=CC=CC=3)C3C=CC=CC=3)C2=NC=1.C1C=C(Cl)C=C(C(OO)=O)C=1. Product: [F:1][C:2]1[CH:3]=[C:4]2[C:10]([C:11]3[N:16]=[C:15]([S:17]([CH3:18])=[O:49])[CH:14]=[CH:13][N:12]=3)=[N:9][N:8]([C:19]([C:26]3[CH:27]=[CH:28][CH:29]=[CH:30][CH:31]=3)([C:32]3[CH:33]=[CH:34][CH:35]=[CH:36][CH:37]=3)[C:20]3[CH:25]=[CH:24][CH:23]=[CH:22][CH:21]=3)[C:5]2=[N:6][CH:7]=1. The catalyst class is: 4. (4) Reactant: [N:1]1([C:7](=[O:9])[CH3:8])[CH2:6][CH2:5][NH:4][CH2:3][CH2:2]1.Br[CH2:11][C:12]#[CH:13].C(=O)([O-])[O-].[K+].[K+]. Product: [CH2:13]([N:4]1[CH2:5][CH2:6][N:1]([C:7](=[O:9])[CH3:8])[CH2:2][CH2:3]1)[C:12]#[CH:11]. The catalyst class is: 131. (5) Reactant: [CH3:1][O:2][C:3]1[CH:8]=[CH:7][C:6]([C:9]2[CH:14]=[CH:13][C:12]([CH:15](C([O-])=O)[C:16]([O-:18])=[O:17])=[C:11]([N+:22]([O-:24])=[O:23])[CH:10]=2)=[CH:5][CH:4]=1. Product: [CH3:1][O:2][C:3]1[CH:4]=[CH:5][C:6]([C:9]2[CH:14]=[CH:13][C:12]([CH2:15][C:16]([OH:18])=[O:17])=[C:11]([N+:22]([O-:24])=[O:23])[CH:10]=2)=[CH:7][CH:8]=1. The catalyst class is: 33. (6) Reactant: [CH3:1][C:2]([CH3:21])([O:11]CC1C=CC(OC)=CC=1)[CH2:3][O:4][C:5]1[CH:10]=[CH:9][CH:8]=[CH:7][CH:6]=1. Product: [CH3:21][C:2]([OH:11])([CH3:1])[CH2:3][O:4][C:5]1[CH:10]=[CH:9][CH:8]=[CH:7][CH:6]=1. The catalyst class is: 2. (7) Reactant: [OH:1][CH:2]([C:6]1[CH:11]=[CH:10][C:9]([C:12]2[N:16]=[C:15]([C:17]3[O:21][N:20]=[C:19]([C:22]4[CH:27]=[CH:26][CH:25]=[CH:24][CH:23]=4)[C:18]=3[C:28]([F:31])([F:30])[F:29])[O:14][N:13]=2)=[CH:8][CH:7]=1)[C:3](O)=[O:4].[NH2:32][CH:33]([C:38]#[N:39])[C:34]([NH:36][CH3:37])=[O:35].CN1CCOCC1.CN(C(ON1N=NC2C=CC=NC1=2)=[N+](C)C)C.F[P-](F)(F)(F)(F)F. Product: [C:38]([CH:33]([NH:32][C:3](=[O:4])[CH:2]([OH:1])[C:6]1[CH:7]=[CH:8][C:9]([C:12]2[N:16]=[C:15]([C:17]3[O:21][N:20]=[C:19]([C:22]4[CH:27]=[CH:26][CH:25]=[CH:24][CH:23]=4)[C:18]=3[C:28]([F:29])([F:31])[F:30])[O:14][N:13]=2)=[CH:10][CH:11]=1)[C:34]([NH:36][CH3:37])=[O:35])#[N:39]. The catalyst class is: 3. (8) Reactant: [CH:1]([C:3]1[CH:11]=[CH:10][C:6]2[O:7][CH2:8][O:9][C:5]=2[CH:4]=1)=[CH2:2]. Product: [CH2:1]([C:3]1[CH:11]=[CH:10][C:6]2[O:7][CH2:8][O:9][C:5]=2[CH:4]=1)[CH3:2]. The catalyst class is: 19. (9) Product: [Cl:1][C:2]1[N:7]=[N:6][C:5](/[N:8]=[C:9](\[Cl:16])/[C:10]([F:13])([F:12])[F:11])=[CH:4][CH:3]=1. Reactant: [Cl:1][C:2]1[N:7]=[N:6][C:5]([NH:8][C:9](=O)[C:10]([F:13])([F:12])[F:11])=[CH:4][CH:3]=1.P(Cl)(Cl)(Cl)(Cl)[Cl:16]. The catalyst class is: 68.